This data is from Catalyst prediction with 721,799 reactions and 888 catalyst types from USPTO. The task is: Predict which catalyst facilitates the given reaction. (1) Reactant: C[Al](C)C.[NH:5]1[CH2:10][CH2:9][S:8][CH2:7][CH2:6]1.C[O:12][C:13](=O)[C:14]1[CH:19]=[CH:18][C:17]([O:20][CH2:21][C:22]2[C:23]([C:28]3[CH:33]=[CH:32][CH:31]=[C:30]([F:34])[CH:29]=3)=[N:24][O:25][C:26]=2[CH3:27])=[N:16][CH:15]=1.O. Product: [F:34][C:30]1[CH:29]=[C:28]([C:23]2[C:22]([CH2:21][O:20][C:17]3[N:16]=[CH:15][C:14]([C:13]([N:5]4[CH2:10][CH2:9][S:8][CH2:7][CH2:6]4)=[O:12])=[CH:19][CH:18]=3)=[C:26]([CH3:27])[O:25][N:24]=2)[CH:33]=[CH:32][CH:31]=1. The catalyst class is: 12. (2) The catalyst class is: 9. Product: [CH3:7][O:8][C:9]([C:11]1[CH:12]=[C:13]([CH3:32])[C:14]2[O:20][C:19]3[C:21]([NH:25][CH2:26][CH2:27][N:1]4[CH2:6][CH2:5][O:4][CH2:3][CH2:2]4)=[CH:22][CH:23]=[CH:24][C:18]=3[CH2:17][S:16](=[O:29])(=[O:30])[C:15]=2[CH:31]=1)=[O:10]. Reactant: [NH:1]1[CH2:6][CH2:5][O:4][CH2:3][CH2:2]1.[CH3:7][O:8][C:9]([C:11]1[CH:12]=[C:13]([CH3:32])[C:14]2[O:20][C:19]3[C:21]([NH:25][CH2:26][CH2:27]Cl)=[CH:22][CH:23]=[CH:24][C:18]=3[CH2:17][S:16](=[O:30])(=[O:29])[C:15]=2[CH:31]=1)=[O:10]. (3) Reactant: C(OC([N:8]1[C:16]2[C:11](=[CH:12][CH:13]=[C:14]([Cl:17])[CH:15]=2)/[C:10](=[CH:18]/[C:19]2[CH:24]=[C:23]([F:25])[CH:22]=[CH:21][C:20]=2[O:26][C:27]([C:30]([O:32][CH2:33][CH3:34])=[O:31])([CH3:29])[CH3:28])/[C:9]1=[O:35])=O)(C)(C)C.[F:36][C:37]1[CH:38]=[CH:39][C:40]([CH3:52])=[C:41]([CH:43]=[N:44][C:45]([O:47][Si](C)(C)C)=[CH2:46])[CH:42]=1. Product: [Cl:17][C:14]1[CH:15]=[C:16]2[NH:8][C:9](=[O:35])[C:10]3([CH:18]([C:19]4[CH:24]=[C:23]([F:25])[CH:22]=[CH:21][C:20]=4[O:26][C:27]([C:30]([O:32][CH2:33][CH3:34])=[O:31])([CH3:28])[CH3:29])[CH2:46][C:45](=[O:47])[NH:44][CH:43]3[C:41]3[CH:42]=[C:37]([F:36])[CH:38]=[CH:39][C:40]=3[CH3:52])[C:11]2=[CH:12][CH:13]=1. The catalyst class is: 11. (4) Reactant: C[O:2][C:3]([C@H:5]1[CH2:10][CH2:9][C@H:8]([NH:11][C:12]([C:14]2[C:15]([CH3:21])=[N:16][CH:17]=[C:18]([Cl:20])[CH:19]=2)=[O:13])[CH2:7][CH2:6]1)=O.[H-].[Al+3].[Li+].[H-].[H-].[H-]. Product: [Cl:20][C:18]1[CH:17]=[N:16][C:15]([CH3:21])=[C:14]([CH:19]=1)[C:12]([NH:11][C@H:8]1[CH2:7][CH2:6][C@H:5]([CH2:3][OH:2])[CH2:10][CH2:9]1)=[O:13]. The catalyst class is: 1.